From a dataset of Reaction yield outcomes from USPTO patents with 853,638 reactions. Predict the reaction yield, written as a fraction of the theoretical maximum amount of product (1.0 means a 100% yield; for example, 0.34 means a 34% yield). (1) The reactants are [Br:1][C:2]1[CH:7]=[CH:6][C:5]([F:8])=[CH:4][N:3]=1.C1C[O:12][CH2:11][CH2:10]1.[Li+].CC([N-]C(C)C)C.C(=O)C. The catalyst is CCOC(C)=O. The product is [Br:1][C:2]1[CH:7]=[C:6]([CH:11]([OH:12])[CH3:10])[C:5]([F:8])=[CH:4][N:3]=1. The yield is 0.860. (2) The reactants are COC[O:4][C:5]1[CH:6]=[C:7]([CH:11]=[C:12]([O:23]COC)[C:13]=1[CH2:14]/[CH:15]=[CH:16]/[C:17]1[CH:22]=[CH:21][CH:20]=[CH:19][CH:18]=1)[C:8]([OH:10])=[O:9].OS(O)(=O)=O.[CH3:32]O. No catalyst specified. The product is [CH3:32][O:10][C:8](=[O:9])[C:7]1[CH:6]=[C:5]([OH:4])[C:13]([CH2:14]/[CH:15]=[CH:16]/[C:17]2[CH:22]=[CH:21][CH:20]=[CH:19][CH:18]=2)=[C:12]([OH:23])[CH:11]=1. The yield is 0.730. (3) The reactants are [CH3:1][N:2]1[C:6]([NH:7][C:8](=[O:12])[CH:9]([CH3:11])[CH3:10])=[CH:5][C:4]([C:13]2[CH:14]=[N:15][CH:16]=[CH:17][CH:18]=2)=[N:3]1.[H-].[Na+].I[CH2:22][CH3:23].O. The catalyst is CN(C=O)C.C(OCC)(=O)C. The product is [CH2:22]([N:7]([C:6]1[N:2]([CH3:1])[N:3]=[C:4]([C:13]2[CH:14]=[N:15][CH:16]=[CH:17][CH:18]=2)[CH:5]=1)[C:8](=[O:12])[CH:9]([CH3:11])[CH3:10])[CH3:23]. The yield is 0.300.